Dataset: Forward reaction prediction with 1.9M reactions from USPTO patents (1976-2016). Task: Predict the product of the given reaction. (1) Given the reactants [OH:1][C:2]1([C:21]2[CH:26]=[CH:25][CH:24]=[CH:23][CH:22]=2)[CH2:7][CH2:6][N:5]([C:8]2[CH:20]=[CH:19][C:11]([C:12]([O:14]C(C)(C)C)=[O:13])=[CH:10][CH:9]=2)[CH2:4][CH2:3]1, predict the reaction product. The product is: [OH:1][C:2]1([C:21]2[CH:26]=[CH:25][CH:24]=[CH:23][CH:22]=2)[CH2:3][CH2:4][N:5]([C:8]2[CH:20]=[CH:19][C:11]([C:12]([OH:14])=[O:13])=[CH:10][CH:9]=2)[CH2:6][CH2:7]1. (2) Given the reactants [CH3:1][N:2]([CH3:20])[C:3](=[O:19])[NH:4][C@H:5]([C:13]1[CH:18]=[CH:17][CH:16]=[CH:15][CH:14]=1)[C:6]([O:8]C(C)(C)C)=[O:7].C(O)(C(F)(F)F)=O, predict the reaction product. The product is: [CH3:1][N:2]([CH3:20])[C:3](=[O:19])[NH:4][C@H:5]([C:13]1[CH:18]=[CH:17][CH:16]=[CH:15][CH:14]=1)[C:6]([OH:8])=[O:7]. (3) Given the reactants CN([CH:4]=[C:5]1[C:11](=O)[C:10]2[CH:13]=[CH:14][CH:15]=[CH:16][C:9]=2[O:8][C:7]2[CH:17]=[CH:18][CH:19]=[CH:20][C:6]1=2)C.[CH2:21]([NH:24][NH2:25])[CH2:22][OH:23], predict the reaction product. The product is: [N:25]1[N:24]([CH2:21][CH2:22][OH:23])[CH:4]=[C:5]2[C:11]=1[C:10]1[CH:13]=[CH:14][CH:15]=[CH:16][C:9]=1[O:8][C:7]1[CH:17]=[CH:18][CH:19]=[CH:20][C:6]2=1. (4) Given the reactants [NH:1]([C:8]([C@H:10]1[N:14]2[C:15](=[O:41])[C:16]([N:19]([C:31]([O:33][CH2:34][C:35]3[CH:40]=[CH:39][CH:38]=[CH:37][CH:36]=3)=[O:32])[CH2:20][C:21]3[CH:26]=[CH:25][CH:24]=[C:23]([C:27]([F:30])([F:29])[F:28])[CH:22]=3)=[CH:17][N:18]=[C:13]2[C@@:12]([CH2:43][C:44]([OH:46])=[O:45])([CH3:42])[CH2:11]1)=[O:9])[C:2]1[CH:7]=[CH:6][CH:5]=[CH:4][CH:3]=1.C([O-])([O-])=O.[Cs+].[Cs+].[CH:53]1[CH:58]=[CH:57][C:56]([CH2:59]Br)=[CH:55][CH:54]=1, predict the reaction product. The product is: [NH:1]([C:8]([C@H:10]1[N:14]2[C:15](=[O:41])[C:16]([N:19]([C:31]([O:33][CH2:34][C:35]3[CH:36]=[CH:37][CH:38]=[CH:39][CH:40]=3)=[O:32])[CH2:20][C:21]3[CH:26]=[CH:25][CH:24]=[C:23]([C:27]([F:30])([F:29])[F:28])[CH:22]=3)=[CH:17][N:18]=[C:13]2[C@@:12]([CH2:43][C:44]([O:46][CH2:59][C:56]2[CH:57]=[CH:58][CH:53]=[CH:54][CH:55]=2)=[O:45])([CH3:42])[CH2:11]1)=[O:9])[C:2]1[CH:3]=[CH:4][CH:5]=[CH:6][CH:7]=1. (5) Given the reactants CC([O-])(C)C.[K+].[Cl:7][C:8]1[CH:9]=[C:10]([C:17]2[C:18]([C:22]#[N:23])=[CH:19][NH:20][CH:21]=2)[CH:11]=[C:12]([N+:14]([O-:16])=[O:15])[CH:13]=1.[CH2:24]([O:26][C:27](=[O:30])[CH2:28]Br)[CH3:25], predict the reaction product. The product is: [CH2:24]([O:26][C:27](=[O:30])[CH2:28][N:20]1[CH:19]=[C:18]([C:22]#[N:23])[C:17]([C:10]2[CH:11]=[C:12]([N+:14]([O-:16])=[O:15])[CH:13]=[C:8]([Cl:7])[CH:9]=2)=[CH:21]1)[CH3:25]. (6) Given the reactants [Cl:1][C:2]1[CH:7]=[C:6]([NH:8][C:9](=[O:15])[O:10][C:11]([CH3:14])([CH3:13])[CH3:12])[CH:5]=[CH:4][N:3]=1.Br[CH2:17][C:18]([O:20][CH2:21][CH3:22])=[O:19].C(=O)([O-])[O-].[K+].[K+], predict the reaction product. The product is: [C:11]([O:10][C:9]([N:8]([C:6]1[CH:5]=[CH:4][N:3]=[C:2]([Cl:1])[CH:7]=1)[CH2:17][C:18]([O:20][CH2:21][CH3:22])=[O:19])=[O:15])([CH3:12])([CH3:14])[CH3:13]. (7) Given the reactants [Cl:1][C:2]1[CH:7]=[CH:6][N:5]=[C:4]([CH2:8][NH:9][C:10]2[O:11][C:12]3[C:18]([O:19][CH3:20])=[CH:17][C:16]([C:21]([OH:23])=O)=[CH:15][C:13]=3[N:14]=2)[CH:3]=1.FC(F)(F)C(O)=O.[F:31][CH2:32][CH:33]1[NH:38][CH2:37][C:36]([CH2:40][CH:41]([OH:43])[CH3:42])([CH3:39])[O:35][CH2:34]1.C(N(CC)C(C)C)(C)C.CN(C(ON1N=NC2C=CC=NC1=2)=[N+](C)C)C.F[P-](F)(F)(F)(F)F, predict the reaction product. The product is: [Cl:1][C:2]1[CH:7]=[CH:6][N:5]=[C:4]([CH2:8][NH:9][C:10]2[O:11][C:12]3[C:18]([O:19][CH3:20])=[CH:17][C:16]([C:21]([N:38]4[CH:33]([CH2:32][F:31])[CH2:34][O:35][C:36]([CH2:40][CH:41]([OH:43])[CH3:42])([CH3:39])[CH2:37]4)=[O:23])=[CH:15][C:13]=3[N:14]=2)[CH:3]=1. (8) Given the reactants C(OC([N:8]1[CH2:13][C@@H:12]([CH3:14])[N:11]([C:15]2[CH:16]=[C:17]3[C:26](=[CH:27][C:28]=2[C:29]2[CH:34]=[CH:33][CH:32]=[CH:31][C:30]=2[F:35])[O:25][CH2:24][C:23]2[N:18]3[C@H:19]([CH3:37])[C:20](=[O:36])[NH:21][N:22]=2)[CH2:10][C@@H:9]1[CH3:38])=O)(C)(C)C.[ClH:39], predict the reaction product. The product is: [ClH:39].[CH3:14][C@@H:12]1[CH2:13][NH:8][C@@H:9]([CH3:38])[CH2:10][N:11]1[C:15]1[CH:16]=[C:17]2[C:26](=[CH:27][C:28]=1[C:29]1[CH:34]=[CH:33][CH:32]=[CH:31][C:30]=1[F:35])[O:25][CH2:24][C:23]1[N:18]2[C@H:19]([CH3:37])[C:20](=[O:36])[NH:21][N:22]=1.